This data is from Forward reaction prediction with 1.9M reactions from USPTO patents (1976-2016). The task is: Predict the product of the given reaction. (1) Given the reactants [O:1]=[C:2]1[C:7]([C:8]([NH:10][CH2:11][CH2:12][C:13](OCC)=O)=[O:9])=[CH:6][C:5]([C:18]2[CH:23]=[CH:22][N:21]=[CH:20][CH:19]=2)=[N:4][NH:3]1.O=[C:25]1[C:30](C(O)=O)=[CH:29]C(C2C=CN=CC=2)=N[NH:26]1.ON1C2C=CC=CC=2N=N1.NCC1C=CC=CN=1.C(N(CC)C(C)C)(C)C.F[P-](F)(F)(F)(F)F.N1(OC(N(C)C)=[N+](C)C)C2N=CC=CC=2N=N1, predict the reaction product. The product is: [O:1]=[C:2]1[C:7]([C:8]([NH:10][CH2:11][C:12]2[CH:13]=[CH:29][CH:30]=[CH:25][N:26]=2)=[O:9])=[CH:6][C:5]([C:18]2[CH:19]=[CH:20][N:21]=[CH:22][CH:23]=2)=[N:4][NH:3]1. (2) Given the reactants [ClH:1].[NH:2]1[C:10]2[C:5](=[CH:6][CH:7]=[CH:8][CH:9]=2)[C:4]([C:11]2[CH2:12][CH2:13][N:14]([CH:17]3[CH2:22][CH2:21][C:20]([N:29]([CH3:31])[CH3:30])([C:23]4[CH:28]=[CH:27][CH:26]=[CH:25][CH:24]=4)[CH2:19][CH2:18]3)[CH2:15][CH:16]=2)=[CH:3]1.[Cl:32][Si](C)(C)C, predict the reaction product. The product is: [ClH:32].[ClH:1].[NH:2]1[C:10]2[C:5](=[CH:6][CH:7]=[CH:8][CH:9]=2)[C:4]([C:11]2[CH2:12][CH2:13][N:14]([CH:17]3[CH2:18][CH2:19][C:20]([N:29]([CH3:31])[CH3:30])([C:23]4[CH:28]=[CH:27][CH:26]=[CH:25][CH:24]=4)[CH2:21][CH2:22]3)[CH2:15][CH:16]=2)=[CH:3]1. (3) Given the reactants Br[C:2]1[CH:7]=[CH:6][CH:5]=[CH:4][C:3]=1[CH2:8][C:9]([OH:11])=[O:10].[CH2:12]([C:14]1[CH:15]=[C:16]([CH:18]=[CH:19][CH:20]=1)[NH2:17])[CH3:13], predict the reaction product. The product is: [CH2:12]([C:14]1[CH:15]=[C:16]([NH:17][C:2]2[CH:7]=[CH:6][CH:5]=[CH:4][C:3]=2[CH2:8][C:9]([OH:11])=[O:10])[CH:18]=[CH:19][CH:20]=1)[CH3:13]. (4) Given the reactants [CH3:1][S:2](Cl)(=[O:4])=[O:3].[F:6][C:7]1[CH:12]=[CH:11][C:10]([O:13][CH3:14])=[CH:9][C:8]=1[C:15]1[CH:20]=[CH:19][C:18]([O:21][CH2:22][C:23]2[CH:28]=[CH:27][C:26]([O:29][CH3:30])=[CH:25][CH:24]=2)=[CH:17][C:16]=1[CH2:31][OH:32].O, predict the reaction product. The product is: [CH3:1][S:2]([O:32][CH2:31][C:16]1[CH:17]=[C:18]([O:21][CH2:22][C:23]2[CH:28]=[CH:27][C:26]([O:29][CH3:30])=[CH:25][CH:24]=2)[CH:19]=[CH:20][C:15]=1[C:8]1[CH:9]=[C:10]([O:13][CH3:14])[CH:11]=[CH:12][C:7]=1[F:6])(=[O:4])=[O:3].